Dataset: Forward reaction prediction with 1.9M reactions from USPTO patents (1976-2016). Task: Predict the product of the given reaction. (1) Given the reactants [F:1][C:2]1[CH:7]=[CH:6][C:5]([C:8]([F:11])([F:10])[F:9])=[CH:4][C:3]=1[NH:12][C:13]([NH:15][C:16]1[CH:21]=[CH:20][C:19]([C:22]#[C:23][C:24]([NH2:26])=[O:25])=[CH:18][CH:17]=1)=[O:14].I[C:28]1[CH:33]=[CH:32][C:31]([O:34][CH3:35])=[CH:30][CH:29]=1.C(NCC)C.C(O)=O, predict the reaction product. The product is: [F:1][C:2]1[CH:7]=[CH:6][C:5]([C:8]([F:11])([F:9])[F:10])=[CH:4][C:3]=1[NH:12][C:13]([NH:15][C:16]1[CH:21]=[CH:20][C:19](/[C:22](/[C:28]2[CH:33]=[CH:32][C:31]([O:34][CH3:35])=[CH:30][CH:29]=2)=[CH:23]\[C:24]([NH2:26])=[O:25])=[CH:18][CH:17]=1)=[O:14]. (2) Given the reactants [OH-].[Na+].[CH2:3]([O:5][C:6]1[NH:10][N:9]=[C:8]([C:11]([O-:13])=[O:12])[C:7]=1[CH3:14])[CH3:4], predict the reaction product. The product is: [CH2:3]([O:5][C:6]1[NH:10][N:9]=[C:8]([C:11]([OH:13])=[O:12])[C:7]=1[CH3:14])[CH3:4].